Dataset: Forward reaction prediction with 1.9M reactions from USPTO patents (1976-2016). Task: Predict the product of the given reaction. (1) Given the reactants [F:1][C:2]1[CH:3]=[C:4]2[C:8](=[CH:9][CH:10]=1)[NH:7][N:6]=[C:5]2[I:11].Br[CH2:13][CH:14]([CH3:16])[CH3:15], predict the reaction product. The product is: [F:1][C:2]1[CH:3]=[C:4]2[C:8](=[CH:9][CH:10]=1)[N:7]([CH2:13][CH:14]([CH3:16])[CH3:15])[N:6]=[C:5]2[I:11]. (2) Given the reactants [CH3:1][O:2][C:3]1[CH:8]=[C:7]([O:9][C:10]([F:13])([F:12])[F:11])[CH:6]=[CH:5][C:4]=1[C:14]1[N:19]=[C:18]([NH2:20])[C:17]([N+:21]([O-])=O)=[CH:16][C:15]=1[CH3:24].Cl[Sn]Cl.O.[OH-].[Na+], predict the reaction product. The product is: [CH3:1][O:2][C:3]1[CH:8]=[C:7]([O:9][C:10]([F:12])([F:13])[F:11])[CH:6]=[CH:5][C:4]=1[C:14]1[N:19]=[C:18]([NH2:20])[C:17]([NH2:21])=[CH:16][C:15]=1[CH3:24]. (3) Given the reactants [C:1]1([S:7]([C:10]2[C:18]3[C:13](=[CH:14][CH:15]=[C:16]([O:19][CH2:20][CH2:21]OS(C4C=CC(C)=CC=4)(=O)=O)[CH:17]=3)[NH:12][N:11]=2)(=[O:9])=[O:8])[CH:6]=[CH:5][CH:4]=[CH:3][CH:2]=1.[CH:33]([NH2:36])([CH3:35])[CH3:34], predict the reaction product. The product is: [C:1]1([S:7]([C:10]2[C:18]3[C:13](=[CH:14][CH:15]=[C:16]([O:19][CH2:20][CH2:21][NH:36][CH:33]([CH3:35])[CH3:34])[CH:17]=3)[NH:12][N:11]=2)(=[O:8])=[O:9])[CH:6]=[CH:5][CH:4]=[CH:3][CH:2]=1. (4) Given the reactants [CH:1]1([CH:7]([NH:15][C:16]2[CH:24]=[CH:23][C:19]([C:20]([OH:22])=O)=[CH:18][CH:17]=2)[C:8]2[CH:12]=[C:11]([CH3:13])[S:10][C:9]=2[CH3:14])[CH2:6][CH2:5][CH2:4][CH2:3][CH2:2]1.[CH3:25][NH:26][CH2:27][CH2:28][C:29]([O:31]CC)=[O:30].O.ON1C2C=CC=CC=2N=N1.Cl.C(N=C=NCCCN(C)C)C.Cl.[OH-].[Na+], predict the reaction product. The product is: [CH:1]1([CH:7]([NH:15][C:16]2[CH:17]=[CH:18][C:19]([C:20]([N:26]([CH3:25])[CH2:27][CH2:28][C:29]([OH:31])=[O:30])=[O:22])=[CH:23][CH:24]=2)[C:8]2[CH:12]=[C:11]([CH3:13])[S:10][C:9]=2[CH3:14])[CH2:6][CH2:5][CH2:4][CH2:3][CH2:2]1. (5) Given the reactants [NH2:1][C:2]1[CH:23]=[CH:22][C:5]([O:6][C:7]2[CH:16]=[CH:15][N:14]=[C:13]3[C:8]=2[C:9]2[CH:21]=[CH:20][CH:19]=[CH:18][C:10]=2[C:11](=[O:17])[NH:12]3)=[CH:4][CH:3]=1.[F:24][C:25]1[CH:30]=[CH:29][C:28]([N:31]2[CH:36]=[CH:35][CH:34]=[C:33]([C:37](O)=[O:38])[C:32]2=[O:40])=[CH:27][CH:26]=1.C1N(P(Cl)(N2C(=O)OCC2)=O)C(=O)OC1.CCN(C(C)C)C(C)C, predict the reaction product. The product is: [O:17]=[C:11]1[C:10]2[CH:18]=[CH:19][CH:20]=[CH:21][C:9]=2[C:8]2[C:13](=[N:14][CH:15]=[CH:16][C:7]=2[O:6][C:5]2[CH:22]=[CH:23][C:2]([NH:1][C:37]([C:33]3[C:32](=[O:40])[N:31]([C:28]4[CH:27]=[CH:26][C:25]([F:24])=[CH:30][CH:29]=4)[CH:36]=[CH:35][CH:34]=3)=[O:38])=[CH:3][CH:4]=2)[NH:12]1. (6) Given the reactants [C:1]([NH:5][C:6]([C:8]1[C:16]2[C:11](=[N:12][C:13]([CH3:18])=[C:14](Br)[N:15]=2)[N:10]([CH2:19][O:20][CH2:21][CH2:22][Si:23]([CH3:26])([CH3:25])[CH3:24])[CH:9]=1)=[O:7])([CH3:4])([CH3:3])[CH3:2].Cl.[CH3:28][C:29]1[CH:33]=[C:32]([NH2:34])[S:31][N:30]=1.C1(P(C2C=CC=CC=2)C2C=CC3C(=CC=CC=3)C=2C2C3C(=CC=CC=3)C=CC=2P(C2C=CC=CC=2)C2C=CC=CC=2)C=CC=CC=1.CC(C)([O-])C.[Na+], predict the reaction product. The product is: [C:1]([NH:5][C:6]([C:8]1[C:16]2[C:11](=[N:12][C:13]([CH3:18])=[C:14]([NH:34][C:32]3[S:31][N:30]=[C:29]([CH3:28])[CH:33]=3)[N:15]=2)[N:10]([CH2:19][O:20][CH2:21][CH2:22][Si:23]([CH3:26])([CH3:25])[CH3:24])[CH:9]=1)=[O:7])([CH3:4])([CH3:3])[CH3:2]. (7) Given the reactants C([NH:4][C:5]1[C:14]2[C:9](=[N:10][C:11]([C:22]3[CH:27]=[CH:26][C:25]([Cl:28])=[CH:24][C:23]=3[Cl:29])=[C:12]([C:15]3[CH:20]=[CH:19][C:18]([Cl:21])=[CH:17][CH:16]=3)[CH:13]=2)[N:8]([CH3:30])[C:7](=[O:31])[C:6]=1[C:32]([O:34]C)=O)(=O)C.[NH3:36], predict the reaction product. The product is: [NH2:4][C:5]1[C:14]2[C:9](=[N:10][C:11]([C:22]3[CH:27]=[CH:26][C:25]([Cl:28])=[CH:24][C:23]=3[Cl:29])=[C:12]([C:15]3[CH:16]=[CH:17][C:18]([Cl:21])=[CH:19][CH:20]=3)[CH:13]=2)[N:8]([CH3:30])[C:7](=[O:31])[C:6]=1[C:32]([NH2:36])=[O:34]. (8) Given the reactants C(N(CC)C(C)C)(C)C.[Br:10][C:11]1[CH:23]=[CH:22][C:14]([CH2:15][C@@H:16]([C:18]([O:20][CH3:21])=[O:19])[NH2:17])=[CH:13][CH:12]=1.[C:24]([O:28][C:29]([NH:31][CH2:32][C@H:33]1[CH2:38][CH2:37][C@H:36]([C:39](O)=[O:40])[CH2:35][CH2:34]1)=[O:30])([CH3:27])([CH3:26])[CH3:25].C(P1(=O)OP(=O)(CCC)OP(=O)(CCC)O1)CC, predict the reaction product. The product is: [Br:10][C:11]1[CH:12]=[CH:13][C:14]([CH2:15][C@@H:16]([C:18]([O:20][CH3:21])=[O:19])[NH:17][C:39]([C@H:36]2[CH2:35][CH2:34][C@H:33]([CH2:32][NH:31][C:29]([O:28][C:24]([CH3:27])([CH3:26])[CH3:25])=[O:30])[CH2:38][CH2:37]2)=[O:40])=[CH:22][CH:23]=1.